Dataset: Catalyst prediction with 721,799 reactions and 888 catalyst types from USPTO. Task: Predict which catalyst facilitates the given reaction. (1) Reactant: [F:1][C:2]1[C:7]([O:8][CH3:9])=[CH:6][C:5]([O:10][CH3:11])=[C:4]([F:12])[C:3]=1[N:13]1[CH2:18][C:17]2[CH:19]=[N:20][C:21]3[N:25](S(C4C=CC=CC=4)(=O)=O)[C:24]([CH2:35][N:36]4[CH2:41][CH2:40][O:39][CH2:38][CH2:37]4)=[CH:23][C:22]=3[C:16]=2[N:15]([CH3:42])[C:14]1=[O:43].[F-].C([N+](CCCC)(CCCC)CCCC)CCC. Product: [F:1][C:2]1[C:7]([O:8][CH3:9])=[CH:6][C:5]([O:10][CH3:11])=[C:4]([F:12])[C:3]=1[N:13]1[CH2:18][C:17]2[CH:19]=[N:20][C:21]3[NH:25][C:24]([CH2:35][N:36]4[CH2:37][CH2:38][O:39][CH2:40][CH2:41]4)=[CH:23][C:22]=3[C:16]=2[N:15]([CH3:42])[C:14]1=[O:43]. The catalyst class is: 7. (2) Reactant: [Cl:1][C:2]1[S:33][C:5]2[NH:6][C:7]([C:9]([NH:11][C@@H:12]3[CH2:20][C:19]4[C:14](=[CH:15][CH:16]=[CH:17][CH:18]=4)[C@H:13]3[CH2:21][CH:22](C(OCC)=O)[C:23]([O:25][CH2:26][CH3:27])=[O:24])=[O:10])=[CH:8][C:4]=2[CH:3]=1.[Cl-].[Na+]. Product: [Cl:1][C:2]1[S:33][C:5]2[NH:6][C:7]([C:9]([NH:11][C@@H:12]3[CH2:20][C:19]4[C:14](=[CH:15][CH:16]=[CH:17][CH:18]=4)[C@H:13]3[CH2:21][CH2:22][C:23]([O:25][CH2:26][CH3:27])=[O:24])=[O:10])=[CH:8][C:4]=2[CH:3]=1. The catalyst class is: 58. (3) Reactant: [NH2:1][C:2]1[CH:10]=[CH:9][C:8]([F:11])=[CH:7][C:3]=1[C:4]([OH:6])=O.F[P-](F)(F)(F)(F)F.N1(O[P+](N2CCCC2)(N2CCCC2)N2CCCC2)C2C=CC=CC=2N=N1.C(N(CC)C(C)C)(C)C.[CH:54]1([C:57]2[C:58]([O:68][CH2:69][CH:70]3[CH2:75][CH2:74][NH:73][CH2:72][CH2:71]3)=[CH:59][C:60]([F:67])=[C:61]([CH:66]=2)[C:62]([O:64][CH3:65])=[O:63])[CH2:56][CH2:55]1. Product: [NH2:1][C:2]1[CH:10]=[CH:9][C:8]([F:11])=[CH:7][C:3]=1[C:4]([N:73]1[CH2:74][CH2:75][CH:70]([CH2:69][O:68][C:58]2[C:57]([CH:54]3[CH2:55][CH2:56]3)=[CH:66][C:61]([C:62]([O:64][CH3:65])=[O:63])=[C:60]([F:67])[CH:59]=2)[CH2:71][CH2:72]1)=[O:6]. The catalyst class is: 4.